Regression. Given two drug SMILES strings and cell line genomic features, predict the synergy score measuring deviation from expected non-interaction effect. From a dataset of NCI-60 drug combinations with 297,098 pairs across 59 cell lines. (1) Drug 1: C1=CC(=CC=C1C#N)C(C2=CC=C(C=C2)C#N)N3C=NC=N3. Drug 2: CC(C)NC(=O)C1=CC=C(C=C1)CNNC.Cl. Cell line: SW-620. Synergy scores: CSS=1.58, Synergy_ZIP=5.59, Synergy_Bliss=0.532, Synergy_Loewe=-0.895, Synergy_HSA=-0.844. (2) Drug 1: CCC1(CC2CC(C3=C(CCN(C2)C1)C4=CC=CC=C4N3)(C5=C(C=C6C(=C5)C78CCN9C7C(C=CC9)(C(C(C8N6C=O)(C(=O)OC)O)OC(=O)C)CC)OC)C(=O)OC)O.OS(=O)(=O)O. Drug 2: COC1=C2C(=CC3=C1OC=C3)C=CC(=O)O2. Cell line: EKVX. Synergy scores: CSS=-2.25, Synergy_ZIP=-0.770, Synergy_Bliss=-3.47, Synergy_Loewe=-10.1, Synergy_HSA=-5.29.